This data is from Catalyst prediction with 721,799 reactions and 888 catalyst types from USPTO. The task is: Predict which catalyst facilitates the given reaction. (1) Reactant: CC(OC(/N=N/C(OC(C)C)=O)=O)C.C1C=CC(P(C2C=CC=CC=2)C2C=CC=CC=2)=CC=1.[C:34]([O:38][C:39](=[O:68])[NH:40][CH:41]([C:45](=[O:67])[NH:46][C:47]1[S:48][C:49]([O:59][C:60]2[CH:65]=[CH:64][C:63]([F:66])=[CH:62][CH:61]=2)=[C:50]([C:52]2[CH:57]=[CH:56][C:55]([F:58])=[CH:54][CH:53]=2)[N:51]=1)[CH2:42][CH2:43]O)([CH3:37])([CH3:36])[CH3:35]. Product: [C:34]([O:38][C:39](=[O:68])[NH:40][CH:41]1[CH2:42][CH2:43][N:46]([C:47]2[S:48][C:49]([O:59][C:60]3[CH:61]=[CH:62][C:63]([F:66])=[CH:64][CH:65]=3)=[C:50]([C:52]3[CH:57]=[CH:56][C:55]([F:58])=[CH:54][CH:53]=3)[N:51]=2)[C:45]1=[O:67])([CH3:35])([CH3:36])[CH3:37]. The catalyst class is: 1. (2) Reactant: C(N(CC)C(C)C)(C)C.F[B-](F)(F)F.N1(OC(N(C)C)=[N+](C)C)C2C=CC=CC=2N=N1.[OH:32][C:33]1[CH:62]=[CH:61][C:36]([CH2:37][NH:38][C:39]2[N:44]=[C:43]([O:45][CH2:46][C:47]([F:50])([F:49])[F:48])[N:42]=[C:41]([NH:51][C:52]3[CH:60]=[CH:59][C:55]([C:56](O)=[O:57])=[CH:54][CH:53]=3)[N:40]=2)=[CH:35][CH:34]=1.[NH2:63][CH2:64][CH:65]([OH:80])[CH2:66][N:67]1[CH2:72][CH2:71][N:70]([C:73]([O:75][C:76]([CH3:79])([CH3:78])[CH3:77])=[O:74])[CH2:69][CH2:68]1. Product: [OH:80][CH:65]([CH2:64][NH:63][C:56](=[O:57])[C:55]1[CH:59]=[CH:60][C:52]([NH:51][C:41]2[N:40]=[C:39]([NH:38][CH2:37][C:36]3[CH:61]=[CH:62][C:33]([OH:32])=[CH:34][CH:35]=3)[N:44]=[C:43]([O:45][CH2:46][C:47]([F:49])([F:50])[F:48])[N:42]=2)=[CH:53][CH:54]=1)[CH2:66][N:67]1[CH2:72][CH2:71][N:70]([C:73]([O:75][C:76]([CH3:77])([CH3:79])[CH3:78])=[O:74])[CH2:69][CH2:68]1. The catalyst class is: 31. (3) Product: [ClH:1].[Cl:1][C:2]1[CH:7]=[CH:6][C:5]([CH:8]2[CH2:9][CH2:10][NH:11][CH2:12][CH2:13]2)=[CH:4][C:3]=1[F:21]. Reactant: [Cl:1][C:2]1[CH:7]=[CH:6][C:5]([CH:8]2[CH2:13][CH2:12][N:11](C(OC(C)(C)C)=O)[CH2:10][CH2:9]2)=[CH:4][C:3]=1[F:21]. The catalyst class is: 89. (4) Reactant: Cl.[NH2:2][CH2:3][CH2:4][C@H:5]([OH:10])[C:6]([O:8][CH3:9])=[O:7].C(N(CC)CC)C.[C:18](O[C:18]([O:20][C:21]([CH3:24])([CH3:23])[CH3:22])=[O:19])([O:20][C:21]([CH3:24])([CH3:23])[CH3:22])=[O:19].O. Product: [CH3:22][C:21]([CH3:24])([O:20][C:18]([NH:2][CH2:3][CH2:4][C@H:5]([OH:10])[C:6]([O:8][CH3:9])=[O:7])=[O:19])[CH3:23]. The catalyst class is: 9.